Dataset: Catalyst prediction with 721,799 reactions and 888 catalyst types from USPTO. Task: Predict which catalyst facilitates the given reaction. (1) Reactant: [CH3:1][N:2]1[C:7]2=[CH:8][S:9][C:10](C)=[C:6]2[C:5](=[O:12])[N:4]([CH3:13])[C:3]1=[O:14].[F:15][C:16]1[CH:17]=[C:18]([C:27]2[N:28]=[C:29]([NH2:32])[S:30][CH:31]=2)[CH:19]=[CH:20][C:21]=1[O:22][C:23]([F:26])([F:25])[F:24].CCN=C=NC[CH2:39][CH2:40]N(C)C.Cl.C1C=CC2N([OH:54])N=NC=2C=1. Product: [CH3:1][N:2]1[C:10]2[S:9][CH:8]=[C:7]([CH2:39][C:40]([NH:32][C:29]3[S:30][CH:31]=[C:27]([C:18]4[CH:19]=[CH:20][C:21]([O:22][C:23]([F:26])([F:24])[F:25])=[C:16]([F:15])[CH:17]=4)[N:28]=3)=[O:54])[C:6]=2[C:5](=[O:12])[N:4]([CH3:13])[C:3]1=[O:14]. The catalyst class is: 864. (2) The catalyst class is: 2. Product: [NH2:34][C@@H:4]([CH2:3][C:1]#[N:2])[C:5]([NH:7][C@@H:8]([CH2:25][C:26]1[CH:31]=[CH:30][C:29]([O:32][CH3:33])=[CH:28][CH:27]=1)[C:9]([NH:11][C@@H:12]([CH2:19][C:20]1[CH2:24][CH2:23][CH2:22][CH:21]=1)[C:13]([C@@:15]1([CH3:18])[CH2:17][O:16]1)=[O:14])=[O:10])=[O:6]. Reactant: [C:1]([CH2:3][C@H:4]([NH:34]C(=O)OC(C)(C)C)[C:5]([NH:7][C@@H:8]([CH2:25][C:26]1[CH:31]=[CH:30][C:29]([O:32][CH3:33])=[CH:28][CH:27]=1)[C:9]([NH:11][C@@H:12]([CH2:19][C:20]1[CH2:24][CH2:23][CH2:22][CH:21]=1)[C:13]([C@@:15]1([CH3:18])[CH2:17][O:16]1)=[O:14])=[O:10])=[O:6])#[N:2].C(O)(C(F)(F)F)=O. (3) Reactant: [C:1]([C:5]1[CH:6]=[C:7]([C:15]2[CH:16]=[C:17]([C:28]([O:30]C)=[O:29])[N:18]([CH3:27])[C:19]=2[CH2:20][CH:21]2[CH2:26][CH2:25][CH2:24][CH2:23][CH2:22]2)[CH:8]=[C:9]([C:11]2([CH3:14])[CH2:13][CH2:12]2)[CH:10]=1)([CH3:4])([CH3:3])[CH3:2].[OH-].[K+]. Product: [C:1]([C:5]1[CH:6]=[C:7]([C:15]2[CH:16]=[C:17]([C:28]([OH:30])=[O:29])[N:18]([CH3:27])[C:19]=2[CH2:20][CH:21]2[CH2:22][CH2:23][CH2:24][CH2:25][CH2:26]2)[CH:8]=[C:9]([C:11]2([CH3:14])[CH2:13][CH2:12]2)[CH:10]=1)([CH3:2])([CH3:3])[CH3:4]. The catalyst class is: 88.